Dataset: Reaction yield outcomes from USPTO patents with 853,638 reactions. Task: Predict the reaction yield, written as a fraction of the theoretical maximum amount of product (1.0 means a 100% yield; for example, 0.34 means a 34% yield). (1) The yield is 0.320. The reactants are [F:1][C:2]1[CH:7]=[CH:6][C:5]([F:8])=[CH:4][C:3]=1[OH:9].[N+:10]([O-])([OH:12])=[O:11]. The product is [F:1][C:2]1[CH:7]=[C:6]([N+:10]([O-:12])=[O:11])[C:5]([F:8])=[CH:4][C:3]=1[OH:9]. The catalyst is C(Cl)Cl. (2) The reactants are [CH2:1]([O:8][C:9]([N:11]1[CH2:14][CH:13]([C:15]2[O:16][C:17]3[C:23]([C:24]([O:26]C)=O)=[CH:22][CH:21]=[CH:20][C:18]=3[N:19]=2)[CH2:12]1)=[O:10])[C:2]1[CH:7]=[CH:6][CH:5]=[CH:4][CH:3]=1.O.[NH3:29]. No catalyst specified. The product is [C:24]([C:23]1[C:17]2[O:16][C:15]([CH:13]3[CH2:14][N:11]([C:9]([O:8][CH2:1][C:2]4[CH:7]=[CH:6][CH:5]=[CH:4][CH:3]=4)=[O:10])[CH2:12]3)=[N:19][C:18]=2[CH:20]=[CH:21][CH:22]=1)(=[O:26])[NH2:29]. The yield is 0.600. (3) The reactants are [Cl:1][C:2]1[CH:3]=[C:4]([CH:12]([CH2:16][CH:17]2[CH2:22][CH2:21][C:20](=[O:23])[CH2:19][CH2:18]2)[C:13](O)=[O:14])[CH:5]=[CH:6][C:7]=1[S:8]([CH3:11])(=[O:10])=[O:9].C(Cl)(=O)C(Cl)=O.[NH2:30][C:31]1[CH:36]=[N:35][C:34]([Br:37])=[CH:33][N:32]=1.N1C=CC=CC=1. The catalyst is C(Cl)Cl.CN(C)C=O.O1CCCC1.C(O)(=O)CC(CC(O)=O)(C(O)=O)O. The product is [Br:37][C:34]1[N:35]=[CH:36][C:31]([NH:30][C:13](=[O:14])[CH:12]([C:4]2[CH:5]=[CH:6][C:7]([S:8]([CH3:11])(=[O:9])=[O:10])=[C:2]([Cl:1])[CH:3]=2)[CH2:16][CH:17]2[CH2:18][CH2:19][C:20](=[O:23])[CH2:21][CH2:22]2)=[N:32][CH:33]=1. The yield is 0.500. (4) The reactants are Br[CH2:2][C@H:3]1[CH2:7][CH2:6][C@H:5]([CH2:8][CH2:9][C:10]2[CH:15]=[C:14]([F:16])[CH:13]=[CH:12][C:11]=2[O:17][CH3:18])[O:4]1.[Na+].[I-].[CH2:21]([NH:23][CH2:24][CH3:25])[CH3:22].C([O-])(O)=O.[Na+]. The catalyst is CS(C)=O. The product is [CH2:21]([N:23]([CH2:2][C@H:3]1[CH2:7][CH2:6][C@H:5]([CH2:8][CH2:9][C:10]2[CH:15]=[C:14]([F:16])[CH:13]=[CH:12][C:11]=2[O:17][CH3:18])[O:4]1)[CH2:24][CH3:25])[CH3:22]. The yield is 0.280.